Regression. Given two drug SMILES strings and cell line genomic features, predict the synergy score measuring deviation from expected non-interaction effect. From a dataset of NCI-60 drug combinations with 297,098 pairs across 59 cell lines. (1) Drug 1: CC=C1C(=O)NC(C(=O)OC2CC(=O)NC(C(=O)NC(CSSCCC=C2)C(=O)N1)C(C)C)C(C)C. Drug 2: C1CN(CCN1C(=O)CCBr)C(=O)CCBr. Cell line: NCI-H460. Synergy scores: CSS=84.1, Synergy_ZIP=2.72, Synergy_Bliss=1.30, Synergy_Loewe=0.817, Synergy_HSA=5.53. (2) Drug 1: C1=CC(=CC=C1C#N)C(C2=CC=C(C=C2)C#N)N3C=NC=N3. Drug 2: COC1=NC(=NC2=C1N=CN2C3C(C(C(O3)CO)O)O)N. Cell line: SK-MEL-5. Synergy scores: CSS=8.49, Synergy_ZIP=2.43, Synergy_Bliss=-0.136, Synergy_Loewe=-6.72, Synergy_HSA=-0.665.